Dataset: CYP1A2 inhibition data for predicting drug metabolism from PubChem BioAssay. Task: Regression/Classification. Given a drug SMILES string, predict its absorption, distribution, metabolism, or excretion properties. Task type varies by dataset: regression for continuous measurements (e.g., permeability, clearance, half-life) or binary classification for categorical outcomes (e.g., BBB penetration, CYP inhibition). Dataset: cyp1a2_veith. (1) The molecule is CCOc1cccc(NC(=O)CSc2nc(C)c3c(c2C#N)CCCC3)c1. The result is 0 (non-inhibitor). (2) The compound is CC(=O)N1CCN(c2ccc(NC(=O)c3ccc(C)cc3)cc2)CC1. The result is 0 (non-inhibitor). (3) The drug is COc1ccc(NC(=O)NCc2cccn2C)c(OC)c1. The result is 1 (inhibitor). (4) The compound is Cc1ccc(/C=C/C(=O)N2CC(C)CC(C)C2)o1. The result is 1 (inhibitor).